Dataset: Catalyst prediction with 721,799 reactions and 888 catalyst types from USPTO. Task: Predict which catalyst facilitates the given reaction. (1) Reactant: O1CCCC1.[CH2:6]([NH2:8])[CH3:7].[CH2:9]([C:11]1[CH:12]=[C:13]([O:29][C:30]2[CH:31]=[N:32][C:33]([S:36]([CH3:39])(=[O:38])=[O:37])=[CH:34][CH:35]=2)[CH:14]=[C:15]2[C:19]=1[NH:18][C:17]([C:20]1[S:21][CH:22]([CH2:25][C:26](O)=[O:27])[CH2:23][N:24]=1)=[CH:16]2)[CH3:10].ON1C2C=CC=CC=2N=N1.Cl.C(N=C=NCCCN(C)C)C. Product: [CH2:6]([NH:8][C:26](=[O:27])[CH2:25][CH:22]1[S:21][C:20]([C:17]2[NH:18][C:19]3[C:15]([CH:16]=2)=[CH:14][C:13]([O:29][C:30]2[CH:31]=[N:32][C:33]([S:36]([CH3:39])(=[O:38])=[O:37])=[CH:34][CH:35]=2)=[CH:12][C:11]=3[CH2:9][CH3:10])=[N:24][CH2:23]1)[CH3:7]. The catalyst class is: 145. (2) Reactant: [N+:1]([C:4]1[CH:9]=[CH:8][C:7]([C:10]2[O:14][C:13]([C:15]([Cl:17])=[O:16])=[CH:12][CH:11]=2)=[CH:6][CH:5]=1)([O-:3])=[O:2].[N:18]12[CH2:26][CH2:25][CH:22]([CH2:23][CH2:24]1)[NH:21][CH2:20][CH2:19]2. Product: [ClH:17].[N:18]12[CH2:26][CH2:25][CH:22]([CH2:23][CH2:24]1)[N:21]([C:15]([C:13]1[O:14][C:10]([C:7]3[CH:8]=[CH:9][C:4]([N+:1]([O-:3])=[O:2])=[CH:5][CH:6]=3)=[CH:11][CH:12]=1)=[O:16])[CH2:20][CH2:19]2. The catalyst class is: 57.